This data is from Reaction yield outcomes from USPTO patents with 853,638 reactions. The task is: Predict the reaction yield, written as a fraction of the theoretical maximum amount of product (1.0 means a 100% yield; for example, 0.34 means a 34% yield). (1) The reactants are C([N:4]1[C:12]2[C:7](=[CH:8][C:9]([O:16][CH3:17])=[C:10]([N+:13]([O-:15])=[O:14])[CH:11]=2)[C:6]([CH3:19])([CH3:18])[CH2:5]1)(=O)C.Cl.O1CCOCC1. The catalyst is CO. The product is [CH3:18][C:6]1([CH3:19])[C:7]2[C:12](=[CH:11][C:10]([N+:13]([O-:15])=[O:14])=[C:9]([O:16][CH3:17])[CH:8]=2)[NH:4][CH2:5]1. The yield is 0.940. (2) The reactants are Cl[C:2]1[CH:7]=[CH:6][NH:5][C:4](=[O:8])[C:3]=1[C:9]1[NH:10][C:11]2[C:12]([N:28]=1)=[CH:13][C:14]1[CH2:15][N:16]([CH2:21][CH2:22][N:23]3[CH2:27][CH2:26][CH2:25][CH2:24]3)[C:17](=[O:20])[C:18]=1[CH:19]=2.[Cl:29][C:30]1[CH:31]=[CH:32][C:33]([CH3:40])=[C:34]([CH2:36][C@@H:37]([NH2:39])[CH3:38])[CH:35]=1.CCN(C(C)C)C(C)C. The catalyst is CCO. The product is [Cl:29][C:30]1[CH:31]=[CH:32][C:33]([CH3:40])=[C:34]([CH2:36][C@@H:37]([NH:39][C:2]2[CH:7]=[CH:6][NH:5][C:4](=[O:8])[C:3]=2[C:9]2[NH:10][C:11]3[C:12]([N:28]=2)=[CH:13][C:14]2[CH2:15][N:16]([CH2:21][CH2:22][N:23]4[CH2:24][CH2:25][CH2:26][CH2:27]4)[C:17](=[O:20])[C:18]=2[CH:19]=3)[CH3:38])[CH:35]=1. The yield is 0.590. (3) The reactants are [C:1]([NH:5][S:6]([C:9]1([CH3:12])[CH2:11][CH2:10]1)(=[O:8])=[O:7])([CH3:4])([CH3:3])[CH3:2].C(Br)[C:14]1[CH:19]=[CH:18][CH:17]=[CH:16][CH:15]=1.C(OCC)(=O)C. The catalyst is CCCCCC. The product is [C:1]([NH:5][S:6]([C:9]1([CH2:12][C:14]2[CH:19]=[CH:18][CH:17]=[CH:16][CH:15]=2)[CH2:11][CH2:10]1)(=[O:8])=[O:7])([CH3:4])([CH3:2])[CH3:3]. The yield is 0.600. (4) The reactants are Br[C:2]1[CH:7]=[CH:6][CH:5]=[CH:4][N:3]=1.[CH2:8]([OH:12])[CH2:9][C:10]#[CH:11]. The catalyst is C(N(CC)CC)C.[Cu+2].[I-].[I-].Cl[Pd](Cl)([P](C1C=CC=CC=1)(C1C=CC=CC=1)C1C=CC=CC=1)[P](C1C=CC=CC=1)(C1C=CC=CC=1)C1C=CC=CC=1. The product is [N:3]1[CH:4]=[CH:5][CH:6]=[CH:7][C:2]=1[C:11]#[C:10][CH2:9][CH2:8][OH:12]. The yield is 0.740. (5) The reactants are [N:1]([O-:3])=[O:2].[Na+].[CH:5]1([C:8]2[C:17]3[C:12](=[CH:13][CH:14]=[CH:15][CH:16]=3)[CH:11]=[CH:10][CH:9]=2)[CH2:7][CH2:6]1.O. The catalyst is C(OCC)(=O)C. The product is [CH:5]1([C:8]2[C:17]3[C:12](=[CH:13][CH:14]=[CH:15][CH:16]=3)[C:11]([N+:1]([O-:3])=[O:2])=[CH:10][CH:9]=2)[CH2:7][CH2:6]1. The yield is 0.640. (6) The reactants are [Cl:1][C:2]1C(=O)[NH:6][C:5]([CH:9]2[CH2:11][CH2:10]2)=[N:4][C:3]=1C(O)=O.[C:15]([O:18][CH2:19]C)(=[O:17])[CH3:16].C[N:22](C)C=O.S(Cl)(Cl)=O. The catalyst is O. The product is [NH2:22][C:3]1[N:4]=[C:5]([CH:9]2[CH2:11][CH2:10]2)[N:6]=[C:16]([C:15]([O:18][CH3:19])=[O:17])[C:2]=1[Cl:1]. The yield is 0.930.